This data is from NCI-60 drug combinations with 297,098 pairs across 59 cell lines. The task is: Regression. Given two drug SMILES strings and cell line genomic features, predict the synergy score measuring deviation from expected non-interaction effect. (1) Drug 1: COC1=C2C(=CC3=C1OC=C3)C=CC(=O)O2. Drug 2: CC12CCC3C(C1CCC2OP(=O)(O)O)CCC4=C3C=CC(=C4)OC(=O)N(CCCl)CCCl.[Na+]. Cell line: OVCAR-5. Synergy scores: CSS=1.52, Synergy_ZIP=-2.96, Synergy_Bliss=-2.92, Synergy_Loewe=-4.75, Synergy_HSA=-4.16. (2) Drug 1: C1C(C(OC1N2C=C(C(=O)NC2=O)F)CO)O. Drug 2: CC1=C(C=C(C=C1)C(=O)NC2=CC(=CC(=C2)C(F)(F)F)N3C=C(N=C3)C)NC4=NC=CC(=N4)C5=CN=CC=C5. Cell line: OVCAR-8. Synergy scores: CSS=-0.829, Synergy_ZIP=-1.51, Synergy_Bliss=-5.11, Synergy_Loewe=-4.38, Synergy_HSA=-4.98. (3) Drug 1: CC1=C(C=C(C=C1)C(=O)NC2=CC(=CC(=C2)C(F)(F)F)N3C=C(N=C3)C)NC4=NC=CC(=N4)C5=CN=CC=C5. Drug 2: CCC1=C2CN3C(=CC4=C(C3=O)COC(=O)C4(CC)O)C2=NC5=C1C=C(C=C5)O. Cell line: NCIH23. Synergy scores: CSS=11.4, Synergy_ZIP=-0.965, Synergy_Bliss=3.14, Synergy_Loewe=-24.0, Synergy_HSA=1.12.